This data is from NCI-60 drug combinations with 297,098 pairs across 59 cell lines. The task is: Regression. Given two drug SMILES strings and cell line genomic features, predict the synergy score measuring deviation from expected non-interaction effect. (1) Drug 1: CC1=C2C(C(=O)C3(C(CC4C(C3C(C(C2(C)C)(CC1OC(=O)C(C(C5=CC=CC=C5)NC(=O)OC(C)(C)C)O)O)OC(=O)C6=CC=CC=C6)(CO4)OC(=O)C)O)C)O. Drug 2: COCCOC1=C(C=C2C(=C1)C(=NC=N2)NC3=CC=CC(=C3)C#C)OCCOC.Cl. Cell line: HCT-15. Synergy scores: CSS=-6.38, Synergy_ZIP=1.83, Synergy_Bliss=-5.14, Synergy_Loewe=-9.20, Synergy_HSA=-11.4. (2) Drug 1: C1CN1P(=S)(N2CC2)N3CC3. Drug 2: CCN(CC)CCNC(=O)C1=C(NC(=C1C)C=C2C3=C(C=CC(=C3)F)NC2=O)C. Cell line: NCIH23. Synergy scores: CSS=35.1, Synergy_ZIP=-7.09, Synergy_Bliss=-3.33, Synergy_Loewe=-3.10, Synergy_HSA=-2.24. (3) Drug 1: CCCS(=O)(=O)NC1=C(C(=C(C=C1)F)C(=O)C2=CNC3=C2C=C(C=N3)C4=CC=C(C=C4)Cl)F. Drug 2: C1C(C(OC1N2C=NC3=C(N=C(N=C32)Cl)N)CO)O. Cell line: TK-10. Synergy scores: CSS=14.7, Synergy_ZIP=2.20, Synergy_Bliss=4.63, Synergy_Loewe=2.33, Synergy_HSA=2.98.